The task is: Predict which catalyst facilitates the given reaction.. This data is from Catalyst prediction with 721,799 reactions and 888 catalyst types from USPTO. Product: [C:60]([O:59][C@@H:4]1[C:3]2[C:15]([CH3:16])([CH3:17])[C@@:14]([OH:41])([CH2:18][C@H:19]([O:20][C:21](=[O:22])[C@H:23]([OH:40])[C@@H:24]([NH:31][C:32](=[O:33])[C:34]3[CH:39]=[CH:38][CH:37]=[CH:36][CH:35]=3)[C:25]3[CH:26]=[CH:27][CH:28]=[CH:29][CH:30]=3)[C:2]=2[CH3:1])[C@@H:13]([O:42][C:43](=[O:44])[C:45]2[CH:50]=[CH:49][CH:48]=[CH:47][CH:46]=2)[CH:12]2[C@:11]3([O:53][C:54](=[O:55])[CH3:56])[CH2:51][O:52][C@@H:10]3[CH2:9][C@H:8]([O:57][Si:69]([CH2:70][CH2:71][CH2:72][CH2:73][C:74]([O:76][CH2:77][C:78]3[CH:79]=[CH:80][CH:81]=[CH:82][CH:83]=3)=[O:75])([CH3:85])[CH3:84])[C@@:7]2([CH3:58])[C:5]1=[O:6])(=[O:61])[CH3:62]. The catalyst class is: 3. Reactant: [CH3:1][C:2]1[C@@H:19]([O:20][C:21]([C@H:23]([OH:40])[C@@H:24]([NH:31][C:32]([C:34]2[CH:35]=[CH:36][CH:37]=[CH:38][CH:39]=2)=[O:33])[C:25]2[CH:26]=[CH:27][CH:28]=[CH:29][CH:30]=2)=[O:22])[CH2:18][C@:14]2([OH:41])[C:15]([CH3:17])([CH3:16])[C:3]=1[C@@H:4]([O:59][C:60]([CH3:62])=[O:61])[C:5]([C@@:7]1([CH3:58])[C@H:12]([C@@H:13]2[O:42][C:43]([C:45]2[CH:46]=[CH:47][CH:48]=[CH:49][CH:50]=2)=[O:44])[C@:11]2([O:53][C:54]([CH3:56])=[O:55])[CH2:51][O:52][C@@H:10]2[CH2:9][C@@H:8]1[OH:57])=[O:6].N1C=CN=C1.Cl[Si:69]([CH3:85])([CH3:84])[CH2:70][CH2:71][CH2:72][CH2:73][C:74]([O:76][CH2:77][C:78]1[CH:83]=[CH:82][CH:81]=[CH:80][CH:79]=1)=[O:75].[SiH3]Cl.